This data is from Peptide-MHC class II binding affinity with 134,281 pairs from IEDB. The task is: Regression. Given a peptide amino acid sequence and an MHC pseudo amino acid sequence, predict their binding affinity value. This is MHC class II binding data. (1) The peptide sequence is APYHFDLSGHAFGAM. The MHC is HLA-DQA10102-DQB10602 with pseudo-sequence HLA-DQA10102-DQB10602. The binding affinity (normalized) is 0.246. (2) The peptide sequence is GKSSFCDICGEELPT. The MHC is DRB4_0101 with pseudo-sequence DRB4_0103. The binding affinity (normalized) is 0.